From a dataset of Catalyst prediction with 721,799 reactions and 888 catalyst types from USPTO. Predict which catalyst facilitates the given reaction. (1) Reactant: Br[C:2]1[CH:7]=[CH:6][N:5]=[C:4]2[N:8]([S:19]([C:22]3[CH:27]=[CH:26][CH:25]=[CH:24][CH:23]=3)(=[O:21])=[O:20])[C:9]([C:11]3[CH:12]=[C:13]([CH2:17][OH:18])[CH:14]=[CH:15][CH:16]=3)=[CH:10][C:3]=12.[CH2:28]([N:30]1[CH:34]=[C:33](B2OC(C)(C)C(C)(C)O2)[C:32]([C:44]2[CH:49]=[CH:48][C:47]([N+:50]([O-:52])=[O:51])=[CH:46][CH:45]=2)=[N:31]1)[CH3:29].C([O-])(O)=O.[Na+]. Product: [CH2:28]([N:30]1[CH:34]=[C:33]([C:2]2[CH:7]=[CH:6][N:5]=[C:4]3[N:8]([S:19]([C:22]4[CH:23]=[CH:24][CH:25]=[CH:26][CH:27]=4)(=[O:21])=[O:20])[C:9]([C:11]4[CH:12]=[C:13]([CH2:17][OH:18])[CH:14]=[CH:15][CH:16]=4)=[CH:10][C:3]=23)[C:32]([C:44]2[CH:49]=[CH:48][C:47]([N+:50]([O-:52])=[O:51])=[CH:46][CH:45]=2)=[N:31]1)[CH3:29]. The catalyst class is: 203. (2) Reactant: [OH:1][NH:2]/[C:3](=[N:14]\[H])/[C:4]1[CH:9]=[CH:8][C:7]([C:10]([F:13])([F:12])[F:11])=[N:6][CH:5]=1.[O:16]=[C:17]1[C:22]([C:29]2[CH:34]=[CH:33][CH:32]=[CH:31][CH:30]=2)([C:23]2[CH:28]=[CH:27][CH:26]=[CH:25][CH:24]=2)[CH2:21][CH2:20][CH2:19][N:18]1[CH2:35][C:36](O)=O.Cl.C(N=C=NCCCN(C)C)C. Product: [C:29]1([C:22]2([C:23]3[CH:24]=[CH:25][CH:26]=[CH:27][CH:28]=3)[CH2:21][CH2:20][CH2:19][N:18]([CH2:35][C:36]3[O:1][N:2]=[C:3]([C:4]4[CH:5]=[N:6][C:7]([C:10]([F:13])([F:12])[F:11])=[CH:8][CH:9]=4)[N:14]=3)[C:17]2=[O:16])[CH:34]=[CH:33][CH:32]=[CH:31][CH:30]=1. The catalyst class is: 68. (3) Product: [CH3:18][O:17][C:12]1[CH:13]=[CH:14][CH:15]=[CH:16][C:11]=1[C:10]1[C:4]2[C:5](=[N:6][CH:7]=[C:2]([N:47]3[CH2:48][CH2:49][CH:45]([CH2:44][C:43]([N:42]([CH3:41])[CH3:51])=[O:50])[CH2:46]3)[CH:3]=2)[N:8]([CH2:19][O:20][CH2:21][CH2:22][Si:23]([CH3:26])([CH3:25])[CH3:24])[CH:9]=1. Reactant: Br[C:2]1[CH:3]=[C:4]2[C:10]([C:11]3[CH:16]=[CH:15][CH:14]=[CH:13][C:12]=3[O:17][CH3:18])=[CH:9][N:8]([CH2:19][O:20][CH2:21][CH2:22][Si:23]([CH3:26])([CH3:25])[CH3:24])[C:5]2=[N:6][CH:7]=1.N1CCC[C@H]1C(O)=O.C(=O)([O-])[O-].[K+].[K+].[CH3:41][N:42]([CH3:51])[C:43](=[O:50])[CH2:44][CH:45]1[CH2:49][CH2:48][NH:47][CH2:46]1. The catalyst class is: 205. (4) Reactant: O=[C:2]([CH3:10])[CH2:3][C:4]([O:6][CH:7]([CH3:9])[CH3:8])=[O:5].[F:11][C:12]([F:21])([F:20])[C:13]1[CH:14]=[C:15]([CH:17]=[CH:18][CH:19]=1)[NH2:16].C(O)(=O)C. Product: [F:11][C:12]([F:20])([F:21])[C:13]1[CH:14]=[C:15]([NH:16][C:2]([CH3:10])=[CH:3][C:4]([O:6][CH:7]([CH3:9])[CH3:8])=[O:5])[CH:17]=[CH:18][CH:19]=1. The catalyst class is: 48. (5) Reactant: [N+:1]([C:4]1[CH:10]=[C:9]([C:11]2[CH:20]=[CH:19][C:18]3[C:13](=CC=CC=3)[CH:12]=2)[CH:8]=[CH:7][C:5]=1[NH2:6])([O-])=O.[BH4-].[Na+]. Product: [C:11]1([C:9]2[CH:8]=[CH:7][C:5]([NH2:6])=[C:4]([NH2:1])[CH:10]=2)[CH:12]=[CH:13][CH:18]=[CH:19][CH:20]=1. The catalyst class is: 19. (6) Reactant: [Cl:1][C:2]1[C:11]2[CH2:10][N:9]([C@H:12]([CH:16]([CH3:18])[CH3:17])[C:13](O)=[O:14])[C:8](=[O:19])[C:7]3=[CH:20][NH:21][C:5]([C:6]=23)=[N:4][CH:3]=1.[NH2:22][C@@H:23]([CH2:27][CH3:28])[CH2:24][C:25]#[N:26].CN(C(ON1N=NC2C=CC=NC1=2)=[N+](C)C)C.F[P-](F)(F)(F)(F)F. Product: [Cl:1][C:2]1[C:11]2[CH2:10][N:9]([C@H:12]([CH:16]([CH3:17])[CH3:18])[C:13]([NH:22][C@@H:23]([CH2:27][CH3:28])[CH2:24][C:25]#[N:26])=[O:14])[C:8](=[O:19])[C:7]3=[CH:20][NH:21][C:5]([C:6]=23)=[N:4][CH:3]=1. The catalyst class is: 1. (7) Reactant: C(OC([N:8]1[CH2:13][CH2:12][N:11]([C:14]2[CH:23]=[C:22]([O:24][CH3:25])[CH:21]=[C:20]3[C:15]=2[CH2:16][NH:17][C:18](=[O:34])[N:19]3[CH2:26][C:27]2[CH:32]=[CH:31][CH:30]=[C:29]([F:33])[CH:28]=2)[CH2:10][CH2:9]1)=O)(C)(C)C.CCOCC. Product: [F:33][C:29]1[CH:28]=[C:27]([CH:32]=[CH:31][CH:30]=1)[CH2:26][N:19]1[C:20]2[C:15](=[C:14]([N:11]3[CH2:12][CH2:13][NH:8][CH2:9][CH2:10]3)[CH:23]=[C:22]([O:24][CH3:25])[CH:21]=2)[CH2:16][NH:17][C:18]1=[O:34]. The catalyst class is: 502. (8) Reactant: [N+:1]([C:4]1[CH:9]=[CH:8][C:7]([CH2:10][CH2:11][CH2:12][CH:13]=O)=[CH:6][CH:5]=1)([O-:3])=[O:2].[CH2:15]([NH2:18])[CH2:16][NH2:17].C1C(=O)N(Br)C(=O)C1. Product: [N+:1]([C:4]1[CH:9]=[CH:8][C:7]([CH2:10][CH2:11][CH2:12][C:13]2[NH:17][CH2:16][CH2:15][N:18]=2)=[CH:6][CH:5]=1)([O-:3])=[O:2]. The catalyst class is: 4. (9) Reactant: [Br:1][C:2]1[C:3]([NH:10][CH2:11][CH3:12])=[C:4]([NH2:9])[C:5]([Cl:8])=[N:6][CH:7]=1.[C:13]([CH2:15][C:16](O)=[O:17])#[N:14].CN1CCOCC1.CCN=C=NCCCN(C)C. Product: [Br:1][C:2]1[C:3]([NH:10][CH2:11][CH3:12])=[C:4]([NH:9][C:16](=[O:17])[CH2:15][C:13]#[N:14])[C:5]([Cl:8])=[N:6][CH:7]=1. The catalyst class is: 3.